From a dataset of Full USPTO retrosynthesis dataset with 1.9M reactions from patents (1976-2016). Predict the reactants needed to synthesize the given product. (1) Given the product [Cl:11][C:9]1[C:10]2[C:2]([CH3:13])=[CH:3][NH:4][C:5]=2[N:6]=[CH:7][N:8]=1, predict the reactants needed to synthesize it. The reactants are: Br[C:2]1[C:10]2[C:9]([Cl:11])=[N:8][CH:7]=[N:6][C:5]=2[NH:4][CH:3]=1.I[CH3:13].O. (2) Given the product [CH:1]1([CH2:4][N:5]([CH2:15][CH2:16][CH3:17])[C:6]2[N:11]=[CH:10][N:9]=[C:8]([C:12]([NH:41][C:40]3[CH:42]=[CH:43][CH:44]=[C:38]([CH2:37][N:32]4[CH:36]=[CH:35][CH:34]=[N:33]4)[CH:39]=3)=[O:14])[CH:7]=2)[CH2:2][CH2:3]1, predict the reactants needed to synthesize it. The reactants are: [CH:1]1([CH2:4][N:5]([CH2:15][CH2:16][CH3:17])[C:6]2[N:11]=[CH:10][N:9]=[C:8]([C:12]([OH:14])=O)[CH:7]=2)[CH2:3][CH2:2]1.C(N(C(C)C)CC)(C)C.ClC(OC)=O.[N:32]1([CH2:37][C:38]2[CH:39]=[C:40]([CH:42]=[CH:43][CH:44]=2)[NH2:41])[CH:36]=[CH:35][CH:34]=[N:33]1. (3) Given the product [CH:1]1([CH:7]([OH:32])[CH:8]([C:25]2[CH:30]=[CH:29][CH:28]=[CH:27][C:26]=2[F:31])[CH2:9][CH2:10][N:11]2[CH2:16][CH2:15][N:14]([C:17]3[CH:22]=[CH:21][CH:20]=[CH:19][C:18]=3[O:23][CH3:24])[CH2:13][CH2:12]2)[CH2:6][CH2:5][CH2:4][CH2:3][CH2:2]1, predict the reactants needed to synthesize it. The reactants are: [CH:1]1([C:7](=[O:32])[CH:8]([C:25]2[CH:30]=[CH:29][CH:28]=[CH:27][C:26]=2[F:31])[CH2:9][CH2:10][N:11]2[CH2:16][CH2:15][N:14]([C:17]3[CH:22]=[CH:21][CH:20]=[CH:19][C:18]=3[O:23][CH3:24])[CH2:13][CH2:12]2)[CH2:6][CH2:5][CH2:4][CH2:3][CH2:2]1.[BH4-].[Na+].O.